Dataset: Reaction yield outcomes from USPTO patents with 853,638 reactions. Task: Predict the reaction yield, written as a fraction of the theoretical maximum amount of product (1.0 means a 100% yield; for example, 0.34 means a 34% yield). (1) The reactants are [S:1]1[CH:5]=[CH:4][CH:3]=[C:2]1[C:6]([OH:8])=O.CCN(C(C)C)C(C)C.F[P-](F)(F)(F)(F)F.N1(OC(N(C)C)=[N+](C)C)C2N=CC=CC=2N=N1.[CH3:42][O:43][C:44]1[CH:45]=[C:46]([NH:50][C:51]2[CH:56]=[C:55]([N:57]([CH3:59])[CH3:58])[N:54]=[C:53]([N:60]3[CH2:65][CH2:64][NH:63][CH2:62][CH2:61]3)[N:52]=2)[CH:47]=[CH:48][CH:49]=1.C([O-])(O)=O.[Na+]. The product is [CH3:42][O:43][C:44]1[CH:45]=[C:46]([NH:50][C:51]2[CH:56]=[C:55]([N:57]([CH3:59])[CH3:58])[N:54]=[C:53]([N:60]3[CH2:65][CH2:64][N:63]([C:6]([C:2]4[S:1][CH:5]=[CH:4][CH:3]=4)=[O:8])[CH2:62][CH2:61]3)[N:52]=2)[CH:47]=[CH:48][CH:49]=1. The catalyst is CN(C=O)C. The yield is 0.570. (2) The reactants are [CH3:1][C:2]1[O:6][C:5]([C:7]2[CH:12]=[CH:11][CH:10]=[CH:9][CH:8]=2)=[N:4][C:3]=1[CH2:13][O:14][C:15]1[CH:20]=[CH:19][C:18]([CH2:21][OH:22])=[CH:17][CH:16]=1.Cl[C:24]1[C:29]([C:30]#[N:31])=[CH:28][CH:27]=[CH:26][N:25]=1.CN(C)C=O.[H-].[Na+]. The catalyst is O. The product is [C:30]([C:29]1[C:24]([O:22][CH2:21][C:18]2[CH:17]=[CH:16][C:15]([O:14][CH2:13][C:3]3[N:4]=[C:5]([C:7]4[CH:8]=[CH:9][CH:10]=[CH:11][CH:12]=4)[O:6][C:2]=3[CH3:1])=[CH:20][CH:19]=2)=[N:25][CH:26]=[CH:27][CH:28]=1)#[N:31]. The yield is 0.900.